From a dataset of Forward reaction prediction with 1.9M reactions from USPTO patents (1976-2016). Predict the product of the given reaction. (1) Given the reactants [OH:1][CH2:2][CH2:3][CH:4]1[C:9]2[S:10][C:11]([C:13]([NH2:15])=[O:14])=[CH:12][C:8]=2[CH2:7][CH2:6][O:5]1.[Si](OCCC1C2SC(C(O)=O)=C([Cl:35])C=2CCO1)(C(C)(C)C)(C)C, predict the reaction product. The product is: [OH:1][CH2:2][CH2:3][CH:4]1[C:9]2[S:10][C:11]([C:13]([NH2:15])=[O:14])=[C:12]([Cl:35])[C:8]=2[CH2:7][CH2:6][O:5]1. (2) Given the reactants [CH2:1]([Li])[CH2:2][CH2:3][CH3:4].O=C1CC[N:9]([C:12]([O:14][CH2:15][C:16]2[CH:21]=[CH:20][CH:19]=[CH:18][CH:17]=2)=[O:13])[CH2:8]1.[Cl-].[NH4+], predict the reaction product. The product is: [CH2:4]=[C:3]1[CH2:2][CH2:1][N:9]([C:12]([O:14][CH2:15][C:16]2[CH:21]=[CH:20][CH:19]=[CH:18][CH:17]=2)=[O:13])[CH2:8]1. (3) Given the reactants [CH2:1]([O:3][C:4]1[CH:5]=[CH:6][C:7]([N+:11]([O-:13])=O)=[C:8]([CH:10]=1)[NH2:9])[CH3:2].[N:14]#[C:15][NH2:16].[CH]Cl.[OH-].[Na+], predict the reaction product. The product is: [CH2:1]([O:3][C:4]1[CH:5]=[CH:6][C:7]2[N+:11]([O-:13])=[N:14][C:15]([NH2:16])=[N:9][C:8]=2[CH:10]=1)[CH3:2]. (4) Given the reactants [O:1]1[CH2:3][CH:2]1[C:4]1[CH:5]=[C:6]([CH:9]=[CH:10][CH:11]=1)[C:7]#[N:8].[NH:12]1[CH2:17][CH2:16][O:15][CH2:14][CH2:13]1, predict the reaction product. The product is: [OH:1][CH:2]([C:4]1[CH:5]=[C:6]([CH:9]=[CH:10][CH:11]=1)[C:7]#[N:8])[CH2:3][N:12]1[CH2:17][CH2:16][O:15][CH2:14][CH2:13]1. (5) Given the reactants [Br:1][C:2]1[CH:3]=[C:4]([C:7]([OH:9])=O)[O:5][CH:6]=1.COC(Cl)[Cl:13], predict the reaction product. The product is: [Br:1][C:2]1[CH:3]=[C:4]([C:7]([Cl:13])=[O:9])[O:5][CH:6]=1. (6) The product is: [F:1][C:2]1[CH:3]=[CH:4][C:5]([N:8]2[C:16]3[C:11](=[CH:12][C:13]([O:17][CH2:18][CH2:19][CH2:20][CH2:21][N:22]([CH3:23])[C:57]4[CH:62]=[CH:61][N:60]=[CH:59][CH:58]=4)=[CH:14][CH:15]=3)[CH:10]=[CH:9]2)=[CH:6][CH:7]=1. Given the reactants [F:1][C:2]1[CH:7]=[CH:6][C:5]([N:8]2[C:16]3[C:11](=[CH:12][C:13]([O:17][CH2:18][CH2:19][CH2:20][CH2:21][NH:22][CH3:23])=[CH:14][CH:15]=3)[CH:10]=[CH:9]2)=[CH:4][CH:3]=1.C1(P(C2C=CC=CC=2C2C=CC=CC=2)C2CCCCC2)CCCCC1.CC(C)([O-])C.[Na+].Cl.Br[C:57]1[CH:62]=[CH:61][N:60]=[CH:59][CH:58]=1.[OH-].[Na+], predict the reaction product. (7) Given the reactants C[O:2][C:3](=[O:27])[CH2:4][CH:5](C1C=C(Br)C=CC=1OCC1C=CC=CC=1)[C:6]1[CH:11]=[CH:10][CH:9]=[CH:8][CH:7]=1.[OH-].[Na+], predict the reaction product. The product is: [C:6]1([CH2:5][CH2:4][C:3]([OH:27])=[O:2])[CH:11]=[CH:10][CH:9]=[CH:8][CH:7]=1.